Dataset: Forward reaction prediction with 1.9M reactions from USPTO patents (1976-2016). Task: Predict the product of the given reaction. (1) Given the reactants B(Br)(Br)Br.[CH3:5][O:6][C:7]([C:9]1[S:10][C:11]([Br:16])=[CH:12][C:13]=1[O:14]C)=[O:8].O, predict the reaction product. The product is: [CH3:5][O:6][C:7]([C:9]1[S:10][C:11]([Br:16])=[CH:12][C:13]=1[OH:14])=[O:8]. (2) Given the reactants S(Cl)(Cl)=O.[NH2:5][C@H:6]([C:15]([OH:17])=[O:16])[CH2:7][C:8]1[CH:13]=[CH:12][C:11]([OH:14])=[CH:10][CH:9]=1.[O-]S([O-])(=O)=O.[Ca+2].Cl[C:25]([O:27][CH2:28][C:29]1[CH:34]=[CH:33][CH:32]=[CH:31][CH:30]=1)=[O:26].[C:35](OCC)(=O)C, predict the reaction product. The product is: [CH2:28]([O:27][C:25]([NH:5][CH:6]([CH2:7][C:8]1[CH:9]=[CH:10][C:11]([OH:14])=[CH:12][CH:13]=1)[C:15]([O:17][CH3:35])=[O:16])=[O:26])[C:29]1[CH:34]=[CH:33][CH:32]=[CH:31][CH:30]=1. (3) Given the reactants [CH2:1]([N:8]1[CH:12]=[C:11]([C:13](OCC)=[O:14])[C:10]([O:18][CH2:19][C:20]2[CH:25]=[CH:24][C:23]([O:26][CH2:27][C:28]3[N:29]=[C:30]([C:34]4[O:35][CH:36]=[CH:37][CH:38]=4)[O:31][C:32]=3[CH3:33])=[C:22]([CH3:39])[CH:21]=2)=[N:9]1)[C:2]1[CH:7]=[CH:6][CH:5]=[CH:4][CH:3]=1.[H-].[Al+3].[Li+].[H-].[H-].[H-].O.O.O.O.O.O.O.O.O.O.S([O-])([O-])(=O)=O.[Na+].[Na+], predict the reaction product. The product is: [CH2:1]([N:8]1[CH:12]=[C:11]([CH2:13][OH:14])[C:10]([O:18][CH2:19][C:20]2[CH:25]=[CH:24][C:23]([O:26][CH2:27][C:28]3[N:29]=[C:30]([C:34]4[O:35][CH:36]=[CH:37][CH:38]=4)[O:31][C:32]=3[CH3:33])=[C:22]([CH3:39])[CH:21]=2)=[N:9]1)[C:2]1[CH:3]=[CH:4][CH:5]=[CH:6][CH:7]=1. (4) The product is: [Cl:22][CH2:20][S:19][C:17]1[CH:18]=[C:2]([CH3:1])[C:3]([O:4][Si:5]([CH:12]([CH3:14])[CH3:13])([CH:6]([CH3:7])[CH3:8])[CH:9]([CH3:10])[CH3:11])=[C:15]([CH3:21])[CH:16]=1. Given the reactants [CH3:1][C:2]1[CH:18]=[C:17]([S:19][CH3:20])[CH:16]=[C:15]([CH3:21])[C:3]=1[O:4][Si:5]([CH:12]([CH3:14])[CH3:13])([CH:9]([CH3:11])[CH3:10])[CH:6]([CH3:8])[CH3:7].[Cl:22]N1C(=O)CCC1=O, predict the reaction product. (5) The product is: [F:19][C:20]1[C:25]([C:8]2[CH2:9][CH2:10][C:5]3([O:1][CH2:2][CH2:3][O:4]3)[CH2:6][CH:7]=2)=[CH:24][CH:23]=[CH:22][N:21]=1. Given the reactants [O:1]1[C:5]2([CH2:10][CH2:9][C:8](OS(C(F)(F)F)(=O)=O)=[CH:7][CH2:6]2)[O:4][CH2:3][CH2:2]1.[F:19][C:20]1[C:25](B(O)O)=[CH:24][CH:23]=[CH:22][N:21]=1.C(=O)([O-])[O-].[Na+].[Na+].C(OCC)(=O)C, predict the reaction product.